Task: Predict the reactants needed to synthesize the given product.. Dataset: Full USPTO retrosynthesis dataset with 1.9M reactions from patents (1976-2016) (1) Given the product [NH2:3][C:12]1[CH:17]=[CH:16][C:15]([C:18]([NH:20][S:21]([C:24]2[S:25][C:26]([Cl:29])=[CH:27][CH:28]=2)(=[O:23])=[O:22])=[O:19])=[CH:14][CH:13]=1, predict the reactants needed to synthesize it. The reactants are: O=C1C2C=CC=CC=2C(=O)[N:3]1[C:12]1[CH:17]=[CH:16][C:15]([C:18]([NH:20][S:21]([C:24]2[S:25][C:26]([Cl:29])=[CH:27][CH:28]=2)(=[O:23])=[O:22])=[O:19])=[CH:14][CH:13]=1.O.O.[Sn](Cl)Cl. (2) The reactants are: [F:1][C:2]1[CH:7]=[CH:6][CH:5]=[C:4]([F:8])[C:3]=1[C:9]1[CH:10]=[C:11]2[C:15](=[CH:16][CH:17]=1)[N:14](C1CCCCO1)[N:13]=[C:12]2[C:24]1[CH:29]=[N:28][CH:27]=[C:26]([O:30][C:31]2[CH:32]=[N:33][CH:34]=[CH:35][CH:36]=2)[N:25]=1.Cl. Given the product [F:8][C:4]1[CH:5]=[CH:6][CH:7]=[C:2]([F:1])[C:3]=1[C:9]1[CH:10]=[C:11]2[C:15](=[CH:16][CH:17]=1)[NH:14][N:13]=[C:12]2[C:24]1[CH:29]=[N:28][CH:27]=[C:26]([O:30][C:31]2[CH:32]=[N:33][CH:34]=[CH:35][CH:36]=2)[N:25]=1, predict the reactants needed to synthesize it. (3) Given the product [NH2:1][C:2]1[N:3]=[CH:4][C:5]([C:9]2[CH:14]=[CH:13][C:12]([S:15]([NH:18][CH:19]3[CH2:21][CH2:20]3)(=[O:17])=[O:16])=[CH:11][CH:10]=2)=[N:6][C:7]=1[C:24]1[N:33]=[CH:32][C:31]2[C:30](=[O:34])[NH:29][CH2:28][CH2:27][C:26]=2[CH:25]=1, predict the reactants needed to synthesize it. The reactants are: [NH2:1][C:2]1[N:3]=[CH:4][C:5]([C:9]2[CH:14]=[CH:13][C:12]([S:15]([NH:18][CH:19]3[CH2:21][CH2:20]3)(=[O:17])=[O:16])=[CH:11][CH:10]=2)=[N:6][C:7]=1Br.C[Sn](C)(C)[C:24]1[CH:25]=[C:26]2[C:31](=[CH:32][N:33]=1)[C:30](=[O:34])[NH:29][CH2:28][CH2:27]2. (4) Given the product [Br:14][C:15]1[C:16]2[O:34][CH2:33][CH2:32][C:31](=[CH:3][C:1]#[N:2])[C:17]=2[CH:18]=[C:19]2[C:23]=1[N:22]([C:24]1[CH:25]=[CH:26][C:27]([F:30])=[CH:28][CH:29]=1)[N:21]=[CH:20]2, predict the reactants needed to synthesize it. The reactants are: [C:1]([CH2:3]P(=O)(OCC)OCC)#[N:2].[H-].[Na+].[Br:14][C:15]1[C:16]2[O:34][CH2:33][CH2:32][C:31](=O)[C:17]=2[CH:18]=[C:19]2[C:23]=1[N:22]([C:24]1[CH:29]=[CH:28][C:27]([F:30])=[CH:26][CH:25]=1)[N:21]=[CH:20]2. (5) Given the product [Cl:1][C:2]1[C:7]2=[N:8][N:9]([CH:12]([F:17])[F:16])[CH:10]=[C:6]2[CH:5]=[CH:4][N:3]=1, predict the reactants needed to synthesize it. The reactants are: [Cl:1][C:2]1[N:3]=[CH:4][CH:5]=[C:6]2[CH:10]=[N:9][NH:8][C:7]=12.Cl[C:12]([F:17])([F:16])C([O-])=O.[Na+].C(=O)([O-])[O-].[Cs+].[Cs+].